From a dataset of Reaction yield outcomes from USPTO patents with 853,638 reactions. Predict the reaction yield, written as a fraction of the theoretical maximum amount of product (1.0 means a 100% yield; for example, 0.34 means a 34% yield). (1) The reactants are [C:1]([O:5][C:6]([N:8]1[CH2:13][CH:12]=[C:11]([C:14]2[CH:15]=[CH:16][C:17]3[O:26][CH2:25][CH2:24]C4N(N=C(C5N(CC(F)(F)F)N=CN=5)C=4)[C:18]=3[CH:37]=2)[CH2:10][CH2:9]1)=[O:7])([CH3:4])([CH3:3])[CH3:2].BrC1C=CC2OCC[C:48]3[C:44](=[N:45][N:46]([C:52]4[N:53]([C:57]5[CH:62]=[CH:61][CH:60]=[CH:59][C:58]=5[Cl:63])[N:54]=[CH:55][N:56]=4)[CH:47]=3)C=2C=1. No catalyst specified. The product is [C:1]([O:5][C:6]([N:8]1[CH2:13][CH:12]=[C:11]([C:14]2[CH:15]=[CH:16][C:17]3[O:26][CH2:25][CH2:24][C:48]4[C:44](=[N:45][N:46]([C:52]5[N:53]([C:57]6[CH:62]=[CH:61][CH:60]=[CH:59][C:58]=6[Cl:63])[N:54]=[CH:55][N:56]=5)[CH:47]=4)[C:18]=3[CH:37]=2)[CH2:10][CH2:9]1)=[O:7])([CH3:4])([CH3:2])[CH3:3]. The yield is 0.800. (2) The reactants are CN(C(ON1N=NC2C=CC=NC1=2)=[N+](C)C)C.F[P-](F)(F)(F)(F)F.[F:25][C:26]1[CH:27]=[C:28]([NH:37][C:38]([C@@H:40]2[NH:49][CH2:48][CH2:47][C:46]3[N:45]=[C:44]([O:50][CH3:51])[CH:43]=[CH:42][C:41]2=3)=[O:39])[CH:29]=[C:30]([F:36])[C:31]=1[Si:32]([CH3:35])([CH3:34])[CH3:33].[CH2:52]([O:59][C:60](=[O:68])[CH2:61][C@@H:62]1[CH2:64][C@H:63]1[C:65]([OH:67])=[O:66])[C:53]1[CH:58]=[CH:57][CH:56]=[CH:55][CH:54]=1.CCN(C(C)C)C(C)C. The catalyst is CN(C=O)C.O. The yield is 0.230. The product is [F:36][C:30]1[CH:29]=[C:28]([NH:37][C:38]([C@@H:40]2[N:49]([C:65]([C@H:63]3[CH2:64][C@@H:62]3[CH2:61][C:60]([O:59][CH2:52][C:53]3[CH:54]=[CH:55][CH:56]=[CH:57][CH:58]=3)=[O:68])=[O:66])[CH2:48][CH2:47][C:46]3[N:45]=[C:44]([O:50][CH3:51])[CH:43]=[CH:42][C:41]2=3)=[O:39])[CH:27]=[C:26]([F:25])[C:31]=1[Si:32]([CH3:35])([CH3:34])[CH3:33].[F:36][C:30]1[CH:29]=[C:28]([NH:37][C:38]([C@@H:40]2[N:49]([C:65]([C@@H:63]3[CH2:64][C@H:62]3[CH2:61][C:60]([O:59][CH2:52][C:53]3[CH:54]=[CH:55][CH:56]=[CH:57][CH:58]=3)=[O:68])=[O:67])[CH2:48][CH2:47][C:46]3[N:45]=[C:44]([O:50][CH3:51])[CH:43]=[CH:42][C:41]2=3)=[O:39])[CH:27]=[C:26]([F:25])[C:31]=1[Si:32]([CH3:35])([CH3:34])[CH3:33]. (3) The reactants are Br[C:2]1[CH:3]=[C:4]([CH:9]=[CH:10][N:11]=1)[C:5]([O:7]C)=[O:6].[CH:12]([C:15]1[NH:16][CH:17]=[CH:18][N:19]=1)([CH3:14])[CH3:13].C(=O)([O-])[O-].[Cs+].[Cs+]. The catalyst is CS(C)=O.[Cu]I. The product is [CH:12]([C:15]1[N:16]([C:2]2[CH:3]=[C:4]([CH:9]=[CH:10][N:11]=2)[C:5]([OH:7])=[O:6])[CH:17]=[CH:18][N:19]=1)([CH3:14])[CH3:13]. The yield is 0.550. (4) The reactants are [O-]P([O-])([O-])=O.[K+].[K+].[K+].[CH3:9][O:10][CH2:11][CH2:12][NH2:13].I[C:15]1[CH:20]=[CH:19][CH:18]=[CH:17][CH:16]=1.C(O)CO. The catalyst is [Cu]I.CCCCCC.C(OCC)(=O)C.CC(O)C. The product is [CH3:9][O:10][CH2:11][CH2:12][NH:13][C:15]1[CH:20]=[CH:19][CH:18]=[CH:17][CH:16]=1. The yield is 0.910. (5) The reactants are [CH3:1][O:2][C:3]1[CH:8]=[CH:7][C:6]([CH2:9][C:10]([OH:12])=[O:11])=[CH:5][CH:4]=1.[CH2:13]([O:20][C:21]1[CH:26]=[CH:25][C:24]([C:27](=[O:36])[CH2:28]CC2C=CC=CC=2)=[CH:23][CH:22]=1)[C:14]1[CH:19]=[CH:18][CH:17]=[CH:16][CH:15]=1. The catalyst is C(#N)C. The product is [CH3:1][O:2][C:3]1[CH:4]=[CH:5][C:6]([CH2:9][C:10]([O:12][CH2:28][C:27]([C:24]2[CH:25]=[CH:26][C:21]([O:20][CH2:13][C:14]3[CH:19]=[CH:18][CH:17]=[CH:16][CH:15]=3)=[CH:22][CH:23]=2)=[O:36])=[O:11])=[CH:7][CH:8]=1. The yield is 0.710. (6) The reactants are [CH2:1]([N:8]1[C:16]2[C:11](=[CH:12][C:13]([OH:17])=[CH:14][CH:15]=2)[CH2:10][CH2:9]1)[C:2]1[CH:7]=[CH:6][CH:5]=[CH:4][CH:3]=1.Cl[C:19](Cl)([O:21]C(=O)OC(Cl)(Cl)Cl)Cl.C(N(CC)C(C)C)(C)C.[CH3:39][O:40][C:41]1[CH:48]=[CH:47][C:44]([CH2:45][NH2:46])=[CH:43][CH:42]=1. The catalyst is ClCCl.CCCCCC.Cl. The product is [CH3:39][O:40][C:41]1[CH:48]=[CH:47][C:44]([CH2:45][NH:46][C:19](=[O:21])[O:17][C:13]2[CH:12]=[C:11]3[C:16](=[CH:15][CH:14]=2)[N:8]([CH2:1][C:2]2[CH:3]=[CH:4][CH:5]=[CH:6][CH:7]=2)[CH2:9][CH2:10]3)=[CH:43][CH:42]=1. The yield is 0.240. (7) The reactants are [C:1]1([CH2:7][CH2:8][CH2:9][CH2:10][CH2:11][CH2:12][CH2:13][NH:14][C:15](=[O:40])[C:16]2[CH:21]=[C:20]([C:22]3[CH:27]=[CH:26][CH:25]=[C:24]([CH3:28])[CH:23]=3)[C:19]([O:29]COC)=[C:18]([C:33]3[CH:38]=[CH:37][CH:36]=[C:35]([CH3:39])[CH:34]=3)[CH:17]=2)[CH:6]=[CH:5][CH:4]=[CH:3][CH:2]=1.Cl.C12(CS(O)(=O)=O)C(C)(C)C(CC1)CC2=O. The catalyst is C1COCC1.CCOC(C)=O. The product is [C:1]1([CH2:7][CH2:8][CH2:9][CH2:10][CH2:11][CH2:12][CH2:13][NH:14][C:15]([C:16]2[CH:21]=[C:20]([C:22]3[CH:27]=[CH:26][CH:25]=[C:24]([CH3:28])[CH:23]=3)[C:19]([OH:29])=[C:18]([C:33]3[CH:38]=[CH:37][CH:36]=[C:35]([CH3:39])[CH:34]=3)[CH:17]=2)=[O:40])[CH:6]=[CH:5][CH:4]=[CH:3][CH:2]=1. The yield is 0.810. (8) The reactants are C(O[C:5](=[O:16])[NH:6][C:7]1[CH:12]=[CH:11][C:10]([N+:13]([O-:15])=[O:14])=[CH:9][N:8]=1)(C)=C.C[N:18]1[CH2:22][CH2:21][CH2:20][CH2:19]1.N1CCCC1. The catalyst is O1CCCC1.C(OCC)C. The product is [N+:13]([C:10]1[CH:11]=[CH:12][C:7]([NH:6][C:5]([N:18]2[CH2:22][CH2:21][CH2:20][CH2:19]2)=[O:16])=[N:8][CH:9]=1)([O-:15])=[O:14]. The yield is 0.710. (9) The reactants are [CH:1]1([NH:6][C:7]2[CH:12]=[CH:11][N:10]3[N:13]=[C:14]([C:28]4[CH:33]=[CH:32][C:31]([O:34][CH3:35])=[CH:30][CH:29]=4)[C:15]([C:16]4[CH:21]=[CH:20][N:19]=[C:18]([NH:22][CH:23]5[CH2:27][CH2:26][CH2:25][CH2:24]5)[N:17]=4)=[C:9]3[CH:8]=2)[CH2:5][CH2:4][CH2:3][CH2:2]1.C([Li])CCC.[CH:41]([S:44][S:44][CH:41]([CH3:43])[CH3:42])([CH3:43])[CH3:42]. No catalyst specified. The product is [CH:1]1([NH:6][C:7]2[CH:12]=[C:11]([S:44][CH:41]([CH3:43])[CH3:42])[N:10]3[N:13]=[C:14]([C:28]4[CH:29]=[CH:30][C:31]([O:34][CH3:35])=[CH:32][CH:33]=4)[C:15]([C:16]4[CH:21]=[CH:20][N:19]=[C:18]([NH:22][CH:23]5[CH2:24][CH2:25][CH2:26][CH2:27]5)[N:17]=4)=[C:9]3[CH:8]=2)[CH2:2][CH2:3][CH2:4][CH2:5]1. The yield is 0.600.